From a dataset of Peptide-MHC class II binding affinity with 134,281 pairs from IEDB. Regression. Given a peptide amino acid sequence and an MHC pseudo amino acid sequence, predict their binding affinity value. This is MHC class II binding data. (1) The peptide sequence is KELQIVDKIDAAFKI. The MHC is DRB1_1201 with pseudo-sequence DRB1_1201. The binding affinity (normalized) is 0.648. (2) The peptide sequence is FMVAMFLAVAVVLGL. The MHC is DRB1_1602 with pseudo-sequence DRB1_1602. The binding affinity (normalized) is 0.110. (3) The peptide sequence is QWNLVIGFLFLAWIM. The MHC is DRB1_0101 with pseudo-sequence DRB1_0101. The binding affinity (normalized) is 0.230. (4) The peptide sequence is LDKRQFELYKRTDIV. The MHC is HLA-DQA10201-DQB10303 with pseudo-sequence HLA-DQA10201-DQB10303. The binding affinity (normalized) is 0. (5) The MHC is HLA-DPA10201-DPB11401 with pseudo-sequence HLA-DPA10201-DPB11401. The peptide sequence is TFTVEKGSNEKHLAV. The binding affinity (normalized) is 0.0468. (6) The peptide sequence is AAATAGTTVYGAFLA. The MHC is HLA-DQA10501-DQB10301 with pseudo-sequence HLA-DQA10501-DQB10301. The binding affinity (normalized) is 0.666. (7) The peptide sequence is GINTRNMTMSMSMIL. The MHC is DRB4_0101 with pseudo-sequence DRB4_0103. The binding affinity (normalized) is 0.753.